From a dataset of Full USPTO retrosynthesis dataset with 1.9M reactions from patents (1976-2016). Predict the reactants needed to synthesize the given product. (1) Given the product [F:8][C:6]1[CH:5]=[CH:4][C:3]([C:9]2[N:14]=[CH:13][N:12]=[C:11]([NH:15][C:16]3[CH:21]=[CH:20][CH:19]=[C:18]([CH2:22][S:23]([CH3:26])(=[O:25])=[O:24])[CH:17]=3)[N:10]=2)=[C:2]([O:33][CH2:27][CH2:28][CH2:29][CH2:30][CH2:31][CH3:32])[CH:7]=1, predict the reactants needed to synthesize it. The reactants are: F[C:2]1[CH:7]=[C:6]([F:8])[CH:5]=[CH:4][C:3]=1[C:9]1[N:14]=[CH:13][N:12]=[C:11]([NH:15][C:16]2[CH:21]=[CH:20][CH:19]=[C:18]([CH2:22][S:23]([CH3:26])(=[O:25])=[O:24])[CH:17]=2)[N:10]=1.[CH2:27]([OH:33])[CH2:28][CH2:29][CH2:30][CH2:31][CH3:32]. (2) Given the product [NH2:12][C:13]1[N:14]=[CH:15][C:16]2[C:21]([C:22]([C:24]3[CH:29]=[CH:28][N:27]=[C:26]([NH:30][C:9](=[O:11])[CH2:8][C:5]4[CH:4]=[CH:3][C:2]([Cl:1])=[CH:7][CH:6]=4)[CH:25]=3)=[O:23])=[CH:20][N:19]([CH:31]([CH3:33])[CH3:32])[C:17]=2[N:18]=1, predict the reactants needed to synthesize it. The reactants are: [Cl:1][C:2]1[CH:7]=[CH:6][C:5]([CH2:8][C:9]([OH:11])=O)=[CH:4][CH:3]=1.[NH2:12][C:13]1[N:14]=[CH:15][C:16]2[C:21]([C:22]([C:24]3[CH:29]=[CH:28][N:27]=[C:26]([NH2:30])[CH:25]=3)=[O:23])=[CH:20][N:19]([CH:31]([CH3:33])[CH3:32])[C:17]=2[N:18]=1.CCN(CC)CC.C(P1(=O)OP(CCC)(=O)OP(CCC)(=O)O1)CC. (3) The reactants are: [C:1]([Si:5]([CH3:25])([CH3:24])[O:6][C@@H:7]1[C:15]2[C:10](=[C:11]([CH:16]([OH:23])[C:17]([CH3:22])([CH3:21])[CH2:18][CH:19]=[CH2:20])[CH:12]=[CH:13][CH:14]=2)[CH2:9][CH2:8]1)([CH3:4])([CH3:3])[CH3:2].[OH-:26].[Na+].OO.[Na+].[Cl-]. Given the product [C:1]([Si:5]([CH3:25])([CH3:24])[O:6][C@@H:7]1[C:15]2[C:10](=[C:11]([CH:16]([OH:23])[C:17]([CH3:22])([CH3:21])[CH2:18][CH2:19][CH2:20][OH:26])[CH:12]=[CH:13][CH:14]=2)[CH2:9][CH2:8]1)([CH3:4])([CH3:3])[CH3:2], predict the reactants needed to synthesize it. (4) Given the product [F:30][C:27]1[CH:28]=[CH:29][C:24]([C:23]([NH:22][CH2:21][C:19](=[O:20])[NH:18][CH:16]2[CH2:15][N:14]([CH:10]3[CH2:11][CH2:12][CH:7]([C:1]4[CH:6]=[CH:5][CH:4]=[CH:3][CH:2]=4)[CH2:8][CH2:9]3)[CH2:17]2)=[O:35])=[CH:25][C:26]=1[C:31]([F:34])([F:32])[F:33], predict the reactants needed to synthesize it. The reactants are: [C:1]1([CH:7]2[CH2:12][CH2:11][C:10](=O)[CH2:9][CH2:8]2)[CH:6]=[CH:5][CH:4]=[CH:3][CH:2]=1.[NH:14]1[CH2:17][CH:16]([NH:18][C:19]([CH2:21][NH:22][C:23](=[O:35])[C:24]2[CH:29]=[CH:28][C:27]([F:30])=[C:26]([C:31]([F:34])([F:33])[F:32])[CH:25]=2)=[O:20])[CH2:15]1. (5) Given the product [CH3:17][O:20][CH:30]1[C:28]([O:29][CH3:23])([O:27][CH3:26])[CH2:2][CH2:1][O:5][CH2:6]1, predict the reactants needed to synthesize it. The reactants are: [C:1]([O:5][C:6](N[C@H]1C[C@@H](C(O)=O)C=C1)=O)(C)(C)[CH3:2].[C:17](=[O:20])([O-])[O-].[K+].[K+].[CH3:23]I.C[CH2:26][O:27][C:28]([CH3:30])=[O:29]. (6) The reactants are: [C:1]([O:5][C:6]([NH:8][CH2:9][C:10]([OH:12])=O)=[O:7])([CH3:4])([CH3:3])[CH3:2].Cl.CN(C)CCCN=C=NCC.[F:25][C:26]1[CH:40]=[CH:39][C:29]([CH2:30][N:31]2[CH2:36][C@H:35]([CH3:37])[NH:34][CH2:33][C@H:32]2[CH3:38])=[CH:28][CH:27]=1. Given the product [C:1]([O:5][C:6](=[O:7])[NH:8][CH2:9][C:10]([N:34]1[CH2:33][C@H:32]([CH3:38])[N:31]([CH2:30][C:29]2[CH:39]=[CH:40][C:26]([F:25])=[CH:27][CH:28]=2)[CH2:36][C@H:35]1[CH3:37])=[O:12])([CH3:2])([CH3:3])[CH3:4], predict the reactants needed to synthesize it. (7) Given the product [F:15][C:16]([F:23])([F:22])[C:17]([N:1]([CH2:5][CH2:6][OH:7])[CH2:2][CH2:3][OH:4])=[O:18], predict the reactants needed to synthesize it. The reactants are: [NH:1]([CH2:5][CH2:6][OH:7])[CH2:2][CH2:3][OH:4].CCN(CC)CC.[F:15][C:16]([F:23])([F:22])[C:17](OCC)=[O:18].